From a dataset of HIV replication inhibition screening data with 41,000+ compounds from the AIDS Antiviral Screen. Binary Classification. Given a drug SMILES string, predict its activity (active/inactive) in a high-throughput screening assay against a specified biological target. (1) The compound is C=CCc1ccccc1CC1(OCC)OC(=O)c2ccccc21. The result is 0 (inactive). (2) The molecule is CCOC(=O)c1nc2c(Cl)c3ncccc3cc2nc1O. The result is 0 (inactive).